From a dataset of TCR-epitope binding with 47,182 pairs between 192 epitopes and 23,139 TCRs. Binary Classification. Given a T-cell receptor sequence (or CDR3 region) and an epitope sequence, predict whether binding occurs between them. The epitope is RQLLFVVEV. The TCR CDR3 sequence is CASSPTRIIDNEQFF. Result: 1 (the TCR binds to the epitope).